Dataset: Catalyst prediction with 721,799 reactions and 888 catalyst types from USPTO. Task: Predict which catalyst facilitates the given reaction. Reactant: [NH2:1][C:2]1[C:11]2[N:12]=[C:13]([CH2:20][O:21]C)[N:14]([CH2:15][C:16]([OH:19])([CH3:18])[CH3:17])[C:10]=2[C:9]2[CH:8]=[CH:7][C:6]([CH2:23][CH2:24][C:25]([N:27]([CH3:29])[CH3:28])=[O:26])=[CH:5][C:4]=2[N:3]=1. Product: [NH2:1][C:2]1[C:11]2[N:12]=[C:13]([CH2:20][OH:21])[N:14]([CH2:15][C:16]([OH:19])([CH3:18])[CH3:17])[C:10]=2[C:9]2[CH:8]=[CH:7][C:6]([CH2:23][CH2:24][C:25]([N:27]([CH3:28])[CH3:29])=[O:26])=[CH:5][C:4]=2[N:3]=1. The catalyst class is: 4.